Dataset: TCR-epitope binding with 47,182 pairs between 192 epitopes and 23,139 TCRs. Task: Binary Classification. Given a T-cell receptor sequence (or CDR3 region) and an epitope sequence, predict whether binding occurs between them. (1) The epitope is KTSVDCTMYI. The TCR CDR3 sequence is CASTGLEETQYF. Result: 1 (the TCR binds to the epitope). (2) The epitope is KLPDDFTGCV. The TCR CDR3 sequence is CATSDFSTGELFF. Result: 1 (the TCR binds to the epitope). (3) The epitope is RLFRKSNLK. The TCR CDR3 sequence is CASSRTTGLDGYTF. Result: 0 (the TCR does not bind to the epitope).